From a dataset of Reaction yield outcomes from USPTO patents with 853,638 reactions. Predict the reaction yield, written as a fraction of the theoretical maximum amount of product (1.0 means a 100% yield; for example, 0.34 means a 34% yield). (1) The reactants are [NH:1]1[C:9]2[C:4](=[CH:5][CH:6]=[CH:7][CH:8]=2)[C:3](/[CH:10]=[C:11]2\[O:12][C:13]3[C:20]([CH2:21][N:22]4[CH2:27][CH2:26][N:25](C(OC(C)(C)C)=O)[CH2:24][CH2:23]4)=[C:19]([O:35][CH2:36][CH2:37][CH3:38])[CH:18]=[CH:17][C:14]=3[C:15]\2=[O:16])=[CH:2]1.Cl. The catalyst is C(Cl)Cl.O1CCOCC1. The product is [NH:1]1[C:9]2[C:4](=[CH:5][CH:6]=[CH:7][CH:8]=2)[C:3](/[CH:10]=[C:11]2\[O:12][C:13]3[C:20]([CH2:21][N:22]4[CH2:23][CH2:24][NH:25][CH2:26][CH2:27]4)=[C:19]([O:35][CH2:36][CH2:37][CH3:38])[CH:18]=[CH:17][C:14]=3[C:15]\2=[O:16])=[CH:2]1. The yield is 0.530. (2) The reactants are Cl[C:2]1[C:12]([N+:13]([O-])=O)=[CH:11][C:5]([C:6]([O:8][CH2:9][CH3:10])=[O:7])=[CH:4][N:3]=1.[CH:16]1([NH2:22])[CH2:21][CH2:20][CH2:19][CH2:18][CH2:17]1. The catalyst is CS(C)=O.O. The product is [NH2:13][C:12]1[C:2]([NH:22][CH:16]2[CH2:21][CH2:20][CH2:19][CH2:18][CH2:17]2)=[N:3][CH:4]=[C:5]([CH:11]=1)[C:6]([O:8][CH2:9][CH3:10])=[O:7]. The yield is 0.740. (3) The reactants are Br[C:2]1[C:10]2[O:9][CH2:8][C@H:7]([C:11]3[CH:16]=[CH:15][C:14]([CH:17]([CH3:19])[CH3:18])=[CH:13][CH:12]=3)[C:6]=2[C:5]([CH3:20])=[C:4]([NH:21][C:22](=[O:28])[CH2:23][C:24]([CH3:27])([CH3:26])[CH3:25])[C:3]=1[CH3:29].[C:30](OCC)(=[O:32])C.CCCCCC. The catalyst is C(Cl)(Cl)Cl. The product is [CH:17]([C:14]1[CH:13]=[CH:12][C:11]([C@@H:7]2[C:6]3[C:5]([CH3:20])=[C:4]([NH:21][C:22](=[O:28])[CH2:23][C:24]([CH3:26])([CH3:25])[CH3:27])[C:3]([CH3:29])=[C:2]([O:32][CH3:30])[C:10]=3[O:9][CH2:8]2)=[CH:16][CH:15]=1)([CH3:18])[CH3:19]. The yield is 0.980. (4) The reactants are [H-].[Na+].[CH2:3]([O:5][C:6]([C:8]1[CH:13]=[CH:12][CH:11]=[C:10]([NH:14][C:15]([O:17][C:18]([CH3:21])([CH3:20])[CH3:19])=[O:16])[N:9]=1)=[O:7])[CH3:4].Br[CH2:23][C:24]([O:26][C:27]([CH3:30])([CH3:29])[CH3:28])=[O:25].[Cl-].[NH4+]. The catalyst is CN(C)C=O.O. The product is [C:18]([O:17][C:15]([N:14]([CH2:23][C:24]([O:26][C:27]([CH3:30])([CH3:29])[CH3:28])=[O:25])[C:10]1[CH:11]=[CH:12][CH:13]=[C:8]([C:6]([O:5][CH2:3][CH3:4])=[O:7])[N:9]=1)=[O:16])([CH3:20])([CH3:19])[CH3:21]. The yield is 0.930. (5) The reactants are C([N:8]1[C:12]2=[CH:13][CH:14]=[C:15]3[C:20]([N:19]=[C:18](SCC)[NH:17][C:16]3=[O:24])=[C:11]2[CH:10]=[CH:9]1)(OC(C)(C)C)=O.Cl.CC[OH:28]. No catalyst specified. The product is [NH:19]1[C:20]2[C:15](=[CH:14][CH:13]=[C:12]3[NH:8][CH:9]=[CH:10][C:11]3=2)[C:16](=[O:24])[NH:17][C:18]1=[O:28]. The yield is 0.890. (6) The reactants are Cl.N1C[CH2:6][C:5](=[C:8]2[CH:24]=[CH:23][CH:22]=[C:10]([O:11][C:12]3[CH:17]=[CH:16][C:15]([C:18]([F:21])([F:20])[F:19])=[CH:14][N:13]=3)[CH:9]2C)CC1.[N:26]1[CH:31]=[CH:30][C:29]([NH:32]C(=O)OC2C=CC=CC=2)=[CH:28][N:27]=1.[CH:42]([N:45]([CH:48]([CH3:50])C)[CH2:46][CH3:47])(C)C.CS(C)=[O:53]. No catalyst specified. The product is [N:26]1[CH:31]=[CH:30][C:29]([NH:32][C:42]([N:45]2[CH2:46][CH2:47][C:6](=[CH:5][C:8]3[CH:24]=[CH:23][CH:22]=[C:10]([O:11][C:12]4[CH:17]=[CH:16][C:15]([C:18]([F:19])([F:20])[F:21])=[CH:14][N:13]=4)[CH:9]=3)[CH2:50][CH2:48]2)=[O:53])=[CH:28][N:27]=1. The yield is 0.730. (7) The reactants are [Cl:1][C:2]1[CH:7]=[CH:6][CH:5]=[CH:4][C:3]=1[C:8]1[C:9]([C:34]([OH:36])=O)=[CH:10][C:11]([C:14]2[CH:15]=[CH:16][C:17]3[O:21][C:20]([C:22]4[CH:27]=[CH:26][C:25]([F:28])=[CH:24][CH:23]=4)=[C:19]([C:29](=[O:32])[NH:30][CH3:31])[C:18]=3[CH:33]=2)=[CH:12][CH:13]=1.[N:37]1[CH:42]=[CH:41][CH:40]=[CH:39][C:38]=1[C:43]1([NH2:46])[CH2:45][CH2:44]1.CN(C(ON1N=NC2C=CC=NC1=2)=[N+](C)C)C.F[P-](F)(F)(F)(F)F. The catalyst is CN(C=O)C. The product is [Cl:1][C:2]1[CH:7]=[CH:6][CH:5]=[CH:4][C:3]=1[C:8]1[CH:13]=[CH:12][C:11]([C:14]2[CH:15]=[CH:16][C:17]3[O:21][C:20]([C:22]4[CH:23]=[CH:24][C:25]([F:28])=[CH:26][CH:27]=4)=[C:19]([C:29]([NH:30][CH3:31])=[O:32])[C:18]=3[CH:33]=2)=[CH:10][C:9]=1[C:34](=[O:36])[NH:46][C:43]1([C:38]2[CH:39]=[CH:40][CH:41]=[CH:42][N:37]=2)[CH2:45][CH2:44]1. The yield is 0.700.